From a dataset of Full USPTO retrosynthesis dataset with 1.9M reactions from patents (1976-2016). Predict the reactants needed to synthesize the given product. (1) Given the product [CH:37]1([CH2:36][O:35][C:34]([N:20]2[CH2:19][CH2:18][CH:17]([C@H:15]3[CH2:16][C@H:14]3[CH2:13][CH2:12][O:11][C:10]3[CH:23]=[CH:24][C:7]([CH2:6][C:5]([N:1]4[CH2:4][CH2:3][CH2:2]4)=[O:26])=[C:8]([F:25])[CH:9]=3)[CH2:22][CH2:21]2)=[O:40])[CH2:39][CH2:38]1, predict the reactants needed to synthesize it. The reactants are: [N:1]1([C:5](=[O:26])[CH2:6][C:7]2[CH:24]=[CH:23][C:10]([O:11][CH2:12][CH2:13][C@@H:14]3[CH2:16][C@@H:15]3[CH:17]3[CH2:22][CH2:21][NH:20][CH2:19][CH2:18]3)=[CH:9][C:8]=2[F:25])[CH2:4][CH2:3][CH2:2]1.C(N(CC)CC)C.[C:34](=O)([O:40]N1C(=O)CCC1=O)[O:35][CH2:36][CH:37]1[CH2:39][CH2:38]1. (2) The reactants are: [NH:1]1[CH:5]=[C:4]([C:6]2[CH:22]=[CH:21][C:9]3[C:10]4[N:11]=[C:12]([C:18](O)=[O:19])[S:13][C:14]=4[CH2:15][CH2:16][O:17][C:8]=3[CH:7]=2)[CH:3]=[N:2]1.[N:23]1([C:29]([CH:31]2[CH2:35][CH2:34][CH2:33][O:32]2)=[O:30])[CH2:28][CH2:27][NH:26][CH2:25][CH2:24]1. Given the product [NH:1]1[CH:5]=[C:4]([C:6]2[CH:22]=[CH:21][C:9]3[C:10]4[N:11]=[C:12]([C:18]([N:26]5[CH2:27][CH2:28][N:23]([C:29]([C@H:31]6[CH2:35][CH2:34][CH2:33][O:32]6)=[O:30])[CH2:24][CH2:25]5)=[O:19])[S:13][C:14]=4[CH2:15][CH2:16][O:17][C:8]=3[CH:7]=2)[CH:3]=[N:2]1, predict the reactants needed to synthesize it. (3) Given the product [OH:24][CH2:23][C:22]([NH:21][C:18]([C:11]1[C:12]2[CH2:13][C@H:14]3[CH2:17][C@H:15]3[C:16]=2[N:9]([C:6]2[CH:5]=[N:4][C:3]([O:2][CH3:1])=[CH:8][N:7]=2)[N:10]=1)=[O:20])([CH3:26])[CH3:25], predict the reactants needed to synthesize it. The reactants are: [CH3:1][O:2][C:3]1[N:4]=[CH:5][C:6]([N:9]2[C:16]3[C@@H:15]4[CH2:17][C@@H:14]4[CH2:13][C:12]=3[C:11]([C:18]([OH:20])=O)=[N:10]2)=[N:7][CH:8]=1.[NH2:21][C:22]([CH3:26])([CH3:25])[CH2:23][OH:24]. (4) The reactants are: [CH3:1][N+:2]([CH2:5][C:6]([O-:8])=[O:7])([CH3:4])[CH3:3].O.[Zr:10].O(Cl)Cl.[Zr].ClO.[Al:17]. Given the product [Zr:10].[Al:17].[CH3:1][N+:2]([CH2:5][C:6]([OH:8])=[O:7])([CH3:4])[CH3:3], predict the reactants needed to synthesize it. (5) Given the product [CH:38]([C:35]1[CH:34]=[CH:33][C:32]([CH2:31][C:30]([N:27]2[CH2:26][CH2:25][C:24]3[C:29](=[C:20]([N:17]4[CH2:16][CH2:15][NH:14][CH2:19][CH2:18]4)[CH:21]=[CH:22][C:23]=3[O:42][CH3:43])[CH2:28]2)=[O:41])=[CH:37][CH:36]=1)([CH3:40])[CH3:39], predict the reactants needed to synthesize it. The reactants are: C([N:14]1[CH2:19][CH2:18][N:17]([C:20]2[CH:21]=[CH:22][C:23]([O:42][CH3:43])=[C:24]3[C:29]=2[CH2:28][N:27]([C:30](=[O:41])[CH2:31][C:32]2[CH:37]=[CH:36][C:35]([CH:38]([CH3:40])[CH3:39])=[CH:34][CH:33]=2)[CH2:26][CH2:25]3)[CH2:16][CH2:15]1)(C1C=CC=CC=1)C1C=CC=CC=1.